From a dataset of TCR-epitope binding with 47,182 pairs between 192 epitopes and 23,139 TCRs. Binary Classification. Given a T-cell receptor sequence (or CDR3 region) and an epitope sequence, predict whether binding occurs between them. (1) The epitope is LLQTGIHVRVSQPSL. The TCR CDR3 sequence is CSVEGFGRAGTGELFF. Result: 0 (the TCR does not bind to the epitope). (2) The epitope is SEVGPEHSLAEY. The TCR CDR3 sequence is CSVLTGNGYTF. Result: 0 (the TCR does not bind to the epitope). (3) The epitope is ILGLPTQTV. The TCR CDR3 sequence is CASMGLVGGTDTQYF. Result: 0 (the TCR does not bind to the epitope). (4) The epitope is FVRATATIPI. The TCR CDR3 sequence is CASSSTCGPSFFNYGYTF. Result: 1 (the TCR binds to the epitope). (5) The epitope is SGPLKAEIAQRLED. The TCR CDR3 sequence is CASIPIRWGDTGELFF. Result: 0 (the TCR does not bind to the epitope).